Predict which catalyst facilitates the given reaction. From a dataset of Catalyst prediction with 721,799 reactions and 888 catalyst types from USPTO. Reactant: C([O:5][C:6]([C:8]1[CH:17]=[CH:16][C:15]2[C:10](=[CH:11][CH:12]=[C:13]([C:18]([F:21])([F:20])[F:19])[CH:14]=2)[N:9]=1)=O)CCC.[BH4-].[Na+]. Product: [F:20][C:18]([F:19])([F:21])[C:13]1[CH:14]=[C:15]2[C:10](=[CH:11][CH:12]=1)[N:9]=[C:8]([CH2:6][OH:5])[CH:17]=[CH:16]2. The catalyst class is: 5.